From a dataset of Forward reaction prediction with 1.9M reactions from USPTO patents (1976-2016). Predict the product of the given reaction. Given the reactants COC1C=C(OC)C=CC=1C(Cl)=O.[CH3:14][O:15][C:16]1[CH:17]=[C:18]2[C:23](=[CH:24][C:25]=1[O:26][CH3:27])[N:22]=[CH:21][CH:20]=[C:19]2[O:28][C:29]1[CH:35]=[CH:34][C:32]([NH2:33])=[CH:31][C:30]=1[F:36].[CH3:37][O:38][C:39]1[CH:44]=[C:43]([O:45][CH3:46])[CH:42]=[CH:41][C:40]=1[C:47]([N:49]=[C:50]=[S:51])=[O:48], predict the reaction product. The product is: [CH3:37][O:38][C:39]1[CH:44]=[C:43]([O:45][CH3:46])[CH:42]=[CH:41][C:40]=1[C:47]([N:49]=[C:50]=[S:51])=[O:48].[CH3:37][O:38][C:39]1[CH:44]=[C:43]([O:45][CH3:46])[CH:42]=[CH:41][C:40]=1[C:47]([NH:49][C:50]([NH:33][C:32]1[CH:34]=[CH:35][C:29]([O:28][C:19]2[C:18]3[C:23](=[CH:24][C:25]([O:26][CH3:27])=[C:16]([O:15][CH3:14])[CH:17]=3)[N:22]=[CH:21][CH:20]=2)=[C:30]([F:36])[CH:31]=1)=[S:51])=[O:48].